From a dataset of Full USPTO retrosynthesis dataset with 1.9M reactions from patents (1976-2016). Predict the reactants needed to synthesize the given product. (1) Given the product [F:1][C:2]1[CH:10]=[CH:9][C:5]([C:6]([N:48]2[CH2:49][CH2:50][CH2:51][C@H:46]([C:44]3[O:43][N:42]=[C:41]([C:38]4[NH:39][CH:40]=[C:36]([C:35]([F:34])([F:52])[F:53])[CH:37]=4)[N:45]=3)[CH2:47]2)=[O:8])=[CH:4][CH:11]=1, predict the reactants needed to synthesize it. The reactants are: [F:1][C:2]1[CH:10]=[CH:9][C:5]([C:6]([OH:8])=O)=[CH:4]N=1.[CH:11]1C=NC2N(O)N=NC=2C=1.CCN=C=NCCCN(C)C.Cl.Cl.[F:34][C:35]([F:53])([F:52])[C:36]1[CH:37]=[C:38]([C:41]2[N:45]=[C:44]([C@H:46]3[CH2:51][CH2:50][CH2:49][NH:48][CH2:47]3)[O:43][N:42]=2)[NH:39][CH:40]=1.C(N(CC)CC)C. (2) The reactants are: [N+:1]([C:4]1[CH:9]=[CH:8][C:7]([C:10](=[O:24])[CH2:11][CH2:12][C:13](C2C=CC([N+]([O-])=O)=CC=2)=[O:14])=[CH:6][CH:5]=1)([O-:3])=[O:2].[BH4-].[Na+].O. Given the product [N+:1]([C:4]1[CH:5]=[CH:6][C:7]([CH:10]([OH:24])[CH2:11][CH2:12][CH2:13][OH:14])=[CH:8][CH:9]=1)([O-:3])=[O:2], predict the reactants needed to synthesize it. (3) Given the product [C:1]([C:4]1[CH:5]=[C:6]([C:13]2[CH:14]=[C:15]([CH:28]=[CH:29][CH:30]=2)[CH2:16][NH:17][C:18]([CH3:19])([C:20]([OH:22])=[O:21])[CH3:27])[S:7][C:8]=1[NH:9][C:10](=[O:12])[NH2:11])(=[O:3])[NH2:2], predict the reactants needed to synthesize it. The reactants are: [C:1]([C:4]1[CH:5]=[C:6]([C:13]2[CH:14]=[C:15]([CH:28]=[CH:29][CH:30]=2)[CH2:16][NH:17][C:18]([CH3:27])([C:20]([O:22]C(C)(C)C)=[O:21])[CH3:19])[S:7][C:8]=1[NH:9][C:10](=[O:12])[NH2:11])(=[O:3])[NH2:2].FC(F)(F)C(O)=O. (4) Given the product [CH2:1]([O:3][C:4]([C:6]1([C:10]([O:12][CH2:13][CH3:14])=[O:11])[CH2:7][N:8]([CH2:31][C:30]2[CH:33]=[CH:34][C:27]([CH2:17][CH2:18][CH2:19][CH2:20][CH2:21][CH2:22][CH2:23][CH2:24][CH2:25][CH3:26])=[CH:28][CH:29]=2)[CH2:9]1)=[O:5])[CH3:2], predict the reactants needed to synthesize it. The reactants are: [CH2:1]([O:3][C:4]([C:6]1([C:10]([O:12][CH2:13][CH3:14])=[O:11])[CH2:9][NH:8][CH2:7]1)=[O:5])[CH3:2].CO.[CH2:17]([C:27]1[CH:34]=[CH:33][C:30]([CH:31]=O)=[CH:29][CH:28]=1)[CH2:18][CH2:19][CH2:20][CH2:21][CH2:22][CH2:23][CH2:24][CH2:25][CH3:26].C([BH3-])#N.[Na+]. (5) Given the product [Cl:1][C:2]1[CH:7]=[C:6]([CH:5]=[CH:4][N:3]=1)[C:9]([NH:11][C:16]1[CH:15]=[CH:14][CH:13]=[CH:12][CH:17]=1)=[O:10], predict the reactants needed to synthesize it. The reactants are: [Cl:1][C:2]1[C:7](C)=[C:6]([CH:9]=[O:10])[CH:5]=[CH:4][N:3]=1.[N:11]1[CH:16]=[CH:15][CH:14]=[CH:13][CH:12]=1.[CH3:17]C(C[AlH]CC(C)C)C.[K+].[Na+].C([O-])(=O)C(C(C([O-])=O)O)O.